From a dataset of Forward reaction prediction with 1.9M reactions from USPTO patents (1976-2016). Predict the product of the given reaction. (1) Given the reactants [Si:1]([O:8][CH2:9][C@:10]1([CH3:38])[S:16][CH2:15][CH2:14][N:13]2[C:17]([C:20]3([C:23]4[CH:28]=[CH:27][C:26](B5OC(C)(C)C(C)(C)O5)=[CH:25][CH:24]=4)[CH2:22][CH2:21]3)=[N:18][N:19]=[C:12]2[CH2:11]1)([C:4]([CH3:7])([CH3:6])[CH3:5])([CH3:3])[CH3:2].Cl[C:40]1[N:45]=[CH:44][C:43]([CH3:46])=[CH:42][N:41]=1.C1(P(C2CCCCC2)C2CCCCC2)CCCCC1.P([O-])([O-])([O-])=O.[K+].[K+].[K+], predict the reaction product. The product is: [Si:1]([O:8][CH2:9][C@:10]1([CH3:38])[S:16][CH2:15][CH2:14][N:13]2[C:17]([C:20]3([C:23]4[CH:28]=[CH:27][C:26]([C:40]5[N:45]=[CH:44][C:43]([CH3:46])=[CH:42][N:41]=5)=[CH:25][CH:24]=4)[CH2:22][CH2:21]3)=[N:18][N:19]=[C:12]2[CH2:11]1)([C:4]([CH3:5])([CH3:7])[CH3:6])([CH3:2])[CH3:3]. (2) Given the reactants [CH3:1][C@@:2]12[C@H:10]3[O:11][C@@:9]3([CH:12]=[O:13])[CH2:8][C@@H:7]1[CH:6]=[CH:5][CH2:4][C@H:3]2[CH3:14], predict the reaction product. The product is: [CH3:1][C@@:2]12[C@H:10]3[O:11][C@@:9]3([CH:12]=[O:13])[CH2:8][C@@H:7]1[CH2:6][CH2:5][CH2:4][C@H:3]2[CH3:14]. (3) The product is: [CH2:29]([N:22]([CH:23]1[CH2:28][CH2:27][O:26][CH2:25][CH2:24]1)[C:4]1[C:5]([CH3:21])=[C:6]([C:7]([NH:9][CH2:10][C:11]2[C:12](=[O:19])[NH:13][C:14]([CH3:18])=[CH:15][C:16]=2[CH2:17][CH2:60][CH3:61])=[O:8])[CH:20]=[C:2]([C:41]2[CH:40]=[CH:39][C:38]([CH2:37][N:34]3[CH2:35][CH2:36][O:31][CH2:32][CH2:33]3)=[CH:43][CH:42]=2)[CH:3]=1)[CH3:30]. Given the reactants Br[C:2]1[CH:3]=[C:4]([N:22]([CH2:29][CH3:30])[CH:23]2[CH2:28][CH2:27][O:26][CH2:25][CH2:24]2)[C:5]([CH3:21])=[C:6]([CH:20]=1)[C:7]([NH:9][CH2:10][C:11]1[C:12](=[O:19])[NH:13][C:14]([CH3:18])=[CH:15][C:16]=1[CH3:17])=[O:8].[O:31]1[CH2:36][CH2:35][N:34]([CH2:37][C:38]2[CH:43]=[CH:42][C:41](B3OC(C)(C)C(C)(C)O3)=[CH:40][CH:39]=2)[CH2:33][CH2:32]1.C([O-])([O-])=O.[Na+].[Na+].O1CCO[CH2:61][CH2:60]1.O, predict the reaction product. (4) Given the reactants [C:1]([O:5][C:6]([NH:8][C@@H:9]([C:18]([OH:20])=O)[C@H:10]([CH3:17])[C:11]1[CH:16]=[CH:15][CH:14]=[CH:13][CH:12]=1)=[O:7])([CH3:4])([CH3:3])[CH3:2].CCN(C(C)C)C(C)C.Cl.[CH3:31][O:32][C:33]1[CH:34]=[C:35]([C:41]2[C@@H:50]3[C@@H:45]([CH2:46][CH2:47][CH2:48][CH2:49]3)[C:44](=[O:51])[N:43]([CH:52]3[CH2:57][CH2:56][NH:55][CH2:54][CH2:53]3)[N:42]=2)[CH:36]=[CH:37][C:38]=1[O:39][CH3:40].CCOC(C(C#N)=NOC(N1CCOCC1)=[N+](C)C)=O.F[P-](F)(F)(F)(F)F.C(=O)(O)[O-].[Na+], predict the reaction product. The product is: [CH3:31][O:32][C:33]1[CH:34]=[C:35]([C:41]2[C@@H:50]3[C@@H:45]([CH2:46][CH2:47][CH2:48][CH2:49]3)[C:44](=[O:51])[N:43]([CH:52]3[CH2:53][CH2:54][N:55]([C:18](=[O:20])[C@H:9]([NH:8][C:6](=[O:7])[O:5][C:1]([CH3:2])([CH3:3])[CH3:4])[C@@H:10]([C:11]4[CH:12]=[CH:13][CH:14]=[CH:15][CH:16]=4)[CH3:17])[CH2:56][CH2:57]3)[N:42]=2)[CH:36]=[CH:37][C:38]=1[O:39][CH3:40]. (5) Given the reactants [CH:1]([C:4]1[CH:10]=[CH:9][CH:8]=[C:7]([CH:11]([CH3:13])[CH3:12])[C:5]=1[NH2:6])([CH3:3])[CH3:2].F[C:15]1[CH:20]=[CH:19][CH:18]=[CH:17][C:16]=1[N+:21]([O-:23])=[O:22].[F-].[K+], predict the reaction product. The product is: [CH:11]([C:7]1[CH:8]=[CH:9][CH:10]=[C:4]([CH:1]([CH3:3])[CH3:2])[C:5]=1[NH:6][C:15]1[CH:20]=[CH:19][CH:18]=[CH:17][C:16]=1[N+:21]([O-:23])=[O:22])([CH3:13])[CH3:12]. (6) Given the reactants Br[C:2]1[C:3]2[C:4]([S:20][C:21]3[CH:26]=[CH:25][C:24]([Cl:27])=[CH:23][CH:22]=3)=[C:5]3[CH:14]([CH2:15][C:16]([O:18]C)=[O:17])[CH2:13][CH2:12][N:6]3[C:7]=2[CH:8]=[C:9]([F:11])[CH:10]=1.[Cl:28][C:29]1[CH:30]=[C:31](B(O)O)[CH:32]=[CH:33][C:34]=1[Cl:35], predict the reaction product. The product is: [Cl:27][C:24]1[CH:25]=[CH:26][C:21]([S:20][C:4]2[C:3]3[C:2]([C:32]4[CH:31]=[CH:30][C:29]([Cl:28])=[C:34]([Cl:35])[CH:33]=4)=[CH:10][C:9]([F:11])=[CH:8][C:7]=3[N:6]3[CH2:12][CH2:13][CH:14]([CH2:15][C:16]([OH:18])=[O:17])[C:5]=23)=[CH:22][CH:23]=1.